This data is from Peptide-MHC class I binding affinity with 185,985 pairs from IEDB/IMGT. The task is: Regression. Given a peptide amino acid sequence and an MHC pseudo amino acid sequence, predict their binding affinity value. This is MHC class I binding data. (1) The binding affinity (normalized) is 0.0847. The peptide sequence is RRGKANKPR. The MHC is HLA-A02:01 with pseudo-sequence HLA-A02:01. (2) The peptide sequence is YTSDYFISY. The MHC is SLA-10401 with pseudo-sequence SLA-10401. The binding affinity (normalized) is 0.484. (3) The peptide sequence is RPVGISSMV. The MHC is HLA-B07:02 with pseudo-sequence HLA-B07:02. The binding affinity (normalized) is 0.689. (4) The peptide sequence is FQLNDTIHL. The MHC is HLA-A02:01 with pseudo-sequence HLA-A02:01. The binding affinity (normalized) is 0.323.